This data is from Reaction yield outcomes from USPTO patents with 853,638 reactions. The task is: Predict the reaction yield, written as a fraction of the theoretical maximum amount of product (1.0 means a 100% yield; for example, 0.34 means a 34% yield). (1) The reactants are [C:1]([O:5][C:6]([NH:8][CH:9]([CH2:15][CH2:16][CH2:17][CH3:18])[C@H:10]([OH:14])[C:11]([OH:13])=O)=[O:7])([CH3:4])([CH3:3])[CH3:2].[C:19]1([C@@H:25]([NH2:27])[CH3:26])[CH:24]=[CH:23][CH:22]=[CH:21][CH:20]=1.C(N(CC)C(C)C)(C)C.CN(C(ON1N=NC2C=CC=NC1=2)=[N+](C)C)C.F[P-](F)(F)(F)(F)F. The catalyst is CN(C=O)C. The product is [C:1]([O:5][C:6](=[O:7])[NH:8][C@H:9]([CH:10]([OH:14])[C:11](=[O:13])[NH:27][C@H:25]([C:19]1[CH:24]=[CH:23][CH:22]=[CH:21][CH:20]=1)[CH3:26])[CH2:15][CH2:16][CH2:17][CH3:18])([CH3:2])([CH3:3])[CH3:4]. The yield is 0.530. (2) The reactants are [CH2:1]([O:3][C:4](=[O:23])[CH2:5][C:6]1[C:7]2[CH:14]=[CH:13][C:12](OS(C(F)(F)F)(=O)=O)=[CH:11][C:8]=2[S:9][CH:10]=1)[CH3:2].[B:24]1([B:24]2[O:28][C:27]([CH3:30])([CH3:29])[C:26]([CH3:32])([CH3:31])[O:25]2)[O:28][C:27]([CH3:30])([CH3:29])[C:26]([CH3:32])([CH3:31])[O:25]1.N#N.[F-].[Cs+]. The catalyst is C(#N)C.CC([O-])=O.CC([O-])=O.[Pd+2].C1(P(C2CCCCC2)C2CCCCC2)CCCCC1. The product is [CH2:1]([O:3][C:4](=[O:23])[CH2:5][C:6]1[C:7]2[CH:14]=[CH:13][C:12]([B:24]3[O:28][C:27]([CH3:30])([CH3:29])[C:26]([CH3:32])([CH3:31])[O:25]3)=[CH:11][C:8]=2[S:9][CH:10]=1)[CH3:2]. The yield is 0.750. (3) The reactants are I.[CH3:2][CH:3]1[C:12]2[C:7](=[CH:8][C:9]([C:13]([F:16])([F:15])[F:14])=[CH:10][CH:11]=2)[N:6]=[C:5](SC)[NH:4]1.[O:19]([CH2:26][CH2:27][NH2:28])[C:20]1[CH:25]=[CH:24][CH:23]=[CH:22][CH:21]=1.[OH-].[Na+].C(Cl)Cl. The catalyst is C(#N)C.OO.O. The product is [CH3:2][CH:3]1[C:12]2[C:7](=[CH:8][C:9]([C:13]([F:16])([F:15])[F:14])=[CH:10][CH:11]=2)[N:6]=[C:5]([NH:28][CH2:27][CH2:26][O:19][C:20]2[CH:25]=[CH:24][CH:23]=[CH:22][CH:21]=2)[NH:4]1. The yield is 0.940. (4) The reactants are [OH:1][C:2]1[CH:7]=[C:6]([CH2:8][CH3:9])[N:5]=[C:4](S)[N:3]=1.CO. The catalyst is O.C(Cl)Cl.[Ni]. The product is [CH2:8]([C:6]1[N:5]=[CH:4][NH:3][C:2](=[O:1])[CH:7]=1)[CH3:9]. The yield is 0.980. (5) The reactants are [CH:1]1[N:5]=[C:4]2[C:6]([N:8]=[CH:9][NH:10][N:3]2[CH:2]=1)=O.P(Cl)(Cl)([Cl:13])=O. No catalyst specified. The product is [CH:1]1[N:5]=[C:4]2[C:6]([Cl:13])=[N:8][CH:9]=[N:10][N:3]2[CH:2]=1. The yield is 0.600. (6) The reactants are [OH:1][C:2]1[CH:3]=[C:4]2[C:9](=[CH:10][CH:11]=1)[C:8]([C:12]([O:14][CH3:15])=[O:13])=[CH:7][CH:6]=[CH:5]2.[C:16]([C@@H:20]1[CH2:25][CH2:24][C@H:23](O)[CH2:22][CH2:21]1)([CH3:19])([CH3:18])[CH3:17].C1C=CC(P(C2C=CC=CC=2)C2C=CC=CC=2)=CC=1.CC(OC(/N=N/C(OC(C)C)=O)=O)C. The catalyst is C1(C)C=CC=CC=1. The product is [C:16]([C@H:20]1[CH2:25][CH2:24][C@H:23]([O:1][C:2]2[CH:3]=[C:4]3[C:9](=[CH:10][CH:11]=2)[C:8]([C:12]([O:14][CH3:15])=[O:13])=[CH:7][CH:6]=[CH:5]3)[CH2:22][CH2:21]1)([CH3:19])([CH3:18])[CH3:17]. The yield is 0.430. (7) The product is [ClH:21].[ClH:21].[NH2:8][CH2:9][C@H:10]([N:15]1[CH2:20][CH2:19][CH2:18][CH2:17][CH2:16]1)[C:11]([O:13][CH3:14])=[O:12]. The catalyst is CO. The reactants are C(OC([NH:8][CH2:9][C@H:10]([N:15]1[CH2:20][CH2:19][CH2:18][CH2:17][CH2:16]1)[C:11]([O:13][CH3:14])=[O:12])=O)(C)(C)C.[ClH:21]. The yield is 0.980.